This data is from Experimentally validated miRNA-target interactions with 360,000+ pairs, plus equal number of negative samples. The task is: Binary Classification. Given a miRNA mature sequence and a target amino acid sequence, predict their likelihood of interaction. (1) The miRNA is mmu-miR-467c-3p with sequence AUAUACAUACACACACCUAUAC. The protein sequence of the target gene is MARCERLRGAALRDVLGQAQGVLFDCDGVLWNGERIVPGAPELLQRLARAGKNTLFVSNNSRRARPELALRFARLGFAGLRAEQLFSSALCAARLLRQRLSGPPDASGAVFVLGGEGLRAELRAAGLRLAGDPGEDPRVRAVLVGYDEQFSFSRLTEACAHLRDPDCLLVATDRDPWHPLSDGSRTPGTGSLAAAVETASGRQALVVGKPSPYMFQCITEDFSVDPARTLMVGDRLETDILFGHRCGMTTVLTLTGVSSLEEAQAYLTAGQRDLVPHYYVESIADLMEGLED. Result: 0 (no interaction). (2) The miRNA is hsa-miR-4728-5p with sequence UGGGAGGGGAGAGGCAGCAAGCA. Result: 0 (no interaction). The protein sequence of the target gene is MGVEIETISPGDGRTFPKKGQTCVVHYTGMLQNGKKFDSSRDRNKPFKFRIGKQEVIKGFEEGAAQMSLGQRAKLTCTPDVAYGATGHPGVIPPNATLIFDVELLNLE.